From a dataset of Forward reaction prediction with 1.9M reactions from USPTO patents (1976-2016). Predict the product of the given reaction. (1) Given the reactants COC1C=CC(C[N:10]2[C:18]3[C:17](=[O:19])[N:16]([C:20]4[CH:25]=[CH:24][CH:23]=[CH:22][C:21]=4[O:26]CC4C=CC=CC=4)[C:15](=[O:34])[N:14]([CH2:35][CH2:36][CH2:37][CH2:38][CH3:39])[C:13]=3[N:12]=[CH:11]2)=CC=1, predict the reaction product. The product is: [OH:26][C:21]1[CH:22]=[CH:23][CH:24]=[CH:25][C:20]=1[N:16]1[C:17](=[O:19])[C:18]2[NH:10][CH:11]=[N:12][C:13]=2[N:14]([CH2:35][CH2:36][CH2:37][CH2:38][CH3:39])[C:15]1=[O:34]. (2) Given the reactants [Cl-].[CH2:2]([C:5]1[C:14]2[C:9](=[CH:10][C:11]([O:17][CH3:18])=[C:12]([O:15][CH3:16])[CH:13]=2)[CH:8]=[CH:7][N+:6]=1[CH2:19][C:20]1[C:25](F)=[CH:24][CH:23]=[CH:22][C:21]=1[Cl:27])[CH2:3][CH3:4].[C:28](C1C=CC(CCl)=CC=1)([CH3:31])([CH3:30])[CH3:29], predict the reaction product. The product is: [Cl-:27].[CH2:2]([C:5]1[C:14]2[C:9](=[CH:10][C:11]([O:17][CH3:18])=[C:12]([O:15][CH3:16])[CH:13]=2)[CH:8]=[CH:7][N+:6]=1[CH2:19][C:20]1[CH:25]=[CH:24][C:23]([C:28]([CH3:31])([CH3:30])[CH3:29])=[CH:22][CH:21]=1)[CH2:3][CH3:4].